The task is: Regression. Given two drug SMILES strings and cell line genomic features, predict the synergy score measuring deviation from expected non-interaction effect.. This data is from NCI-60 drug combinations with 297,098 pairs across 59 cell lines. (1) Drug 1: CC1OCC2C(O1)C(C(C(O2)OC3C4COC(=O)C4C(C5=CC6=C(C=C35)OCO6)C7=CC(=C(C(=C7)OC)O)OC)O)O. Drug 2: C(CC(=O)O)C(=O)CN.Cl. Cell line: RXF 393. Synergy scores: CSS=14.9, Synergy_ZIP=-7.46, Synergy_Bliss=-4.35, Synergy_Loewe=-24.6, Synergy_HSA=-2.31. (2) Drug 1: CS(=O)(=O)CCNCC1=CC=C(O1)C2=CC3=C(C=C2)N=CN=C3NC4=CC(=C(C=C4)OCC5=CC(=CC=C5)F)Cl. Drug 2: COCCOC1=C(C=C2C(=C1)C(=NC=N2)NC3=CC=CC(=C3)C#C)OCCOC.Cl. Cell line: HCT-15. Synergy scores: CSS=8.18, Synergy_ZIP=-3.80, Synergy_Bliss=-7.33, Synergy_Loewe=-6.01, Synergy_HSA=-4.72. (3) Drug 1: COC1=CC(=CC(=C1O)OC)C2C3C(COC3=O)C(C4=CC5=C(C=C24)OCO5)OC6C(C(C7C(O6)COC(O7)C8=CC=CS8)O)O. Drug 2: C1CC(C1)(C(=O)O)C(=O)O.[NH2-].[NH2-].[Pt+2]. Cell line: UACC-257. Synergy scores: CSS=23.0, Synergy_ZIP=-5.05, Synergy_Bliss=-0.215, Synergy_Loewe=-5.79, Synergy_HSA=1.71. (4) Drug 1: CCC1=CC2CC(C3=C(CN(C2)C1)C4=CC=CC=C4N3)(C5=C(C=C6C(=C5)C78CCN9C7C(C=CC9)(C(C(C8N6C)(C(=O)OC)O)OC(=O)C)CC)OC)C(=O)OC.C(C(C(=O)O)O)(C(=O)O)O. Cell line: HCT-15. Drug 2: C(CCl)NC(=O)N(CCCl)N=O. Synergy scores: CSS=13.2, Synergy_ZIP=-4.48, Synergy_Bliss=-1.50, Synergy_Loewe=-12.3, Synergy_HSA=-0.709. (5) Drug 1: CCC1(CC2CC(C3=C(CCN(C2)C1)C4=CC=CC=C4N3)(C5=C(C=C6C(=C5)C78CCN9C7C(C=CC9)(C(C(C8N6C=O)(C(=O)OC)O)OC(=O)C)CC)OC)C(=O)OC)O.OS(=O)(=O)O. Drug 2: C#CCC(CC1=CN=C2C(=N1)C(=NC(=N2)N)N)C3=CC=C(C=C3)C(=O)NC(CCC(=O)O)C(=O)O. Cell line: MOLT-4. Synergy scores: CSS=73.9, Synergy_ZIP=1.13, Synergy_Bliss=1.25, Synergy_Loewe=-1.40, Synergy_HSA=0.115. (6) Drug 1: C1CN(CCN1C(=O)CCBr)C(=O)CCBr. Drug 2: CS(=O)(=O)OCCCCOS(=O)(=O)C. Cell line: A549. Synergy scores: CSS=32.8, Synergy_ZIP=-4.23, Synergy_Bliss=-2.24, Synergy_Loewe=-8.52, Synergy_HSA=0.220. (7) Drug 1: C(=O)(N)NO. Drug 2: C1=NNC2=C1C(=O)NC=N2. Cell line: M14. Synergy scores: CSS=3.98, Synergy_ZIP=-0.0820, Synergy_Bliss=2.33, Synergy_Loewe=-1.30, Synergy_HSA=-0.732.